This data is from NCI-60 drug combinations with 297,098 pairs across 59 cell lines. The task is: Regression. Given two drug SMILES strings and cell line genomic features, predict the synergy score measuring deviation from expected non-interaction effect. (1) Drug 1: CC1C(C(CC(O1)OC2CC(CC3=C2C(=C4C(=C3O)C(=O)C5=C(C4=O)C(=CC=C5)OC)O)(C(=O)C)O)N)O.Cl. Drug 2: CNC(=O)C1=NC=CC(=C1)OC2=CC=C(C=C2)NC(=O)NC3=CC(=C(C=C3)Cl)C(F)(F)F. Cell line: COLO 205. Synergy scores: CSS=35.3, Synergy_ZIP=2.48, Synergy_Bliss=3.79, Synergy_Loewe=-15.0, Synergy_HSA=4.31. (2) Drug 1: C1C(C(OC1N2C=NC3=C(N=C(N=C32)Cl)N)CO)O. Drug 2: C1CNP(=O)(OC1)N(CCCl)CCCl. Cell line: SF-295. Synergy scores: CSS=5.22, Synergy_ZIP=-0.850, Synergy_Bliss=-2.82, Synergy_Loewe=3.89, Synergy_HSA=-2.20. (3) Drug 1: CS(=O)(=O)CCNCC1=CC=C(O1)C2=CC3=C(C=C2)N=CN=C3NC4=CC(=C(C=C4)OCC5=CC(=CC=C5)F)Cl. Drug 2: C1CNP(=O)(OC1)N(CCCl)CCCl. Cell line: PC-3. Synergy scores: CSS=0.0105, Synergy_ZIP=1.04, Synergy_Bliss=0.669, Synergy_Loewe=-0.742, Synergy_HSA=-1.69. (4) Drug 1: CC1=C2C(C(=O)C3(C(CC4C(C3C(C(C2(C)C)(CC1OC(=O)C(C(C5=CC=CC=C5)NC(=O)OC(C)(C)C)O)O)OC(=O)C6=CC=CC=C6)(CO4)OC(=O)C)OC)C)OC. Drug 2: C1=CC=C(C=C1)NC(=O)CCCCCCC(=O)NO. Cell line: RPMI-8226. Synergy scores: CSS=71.7, Synergy_ZIP=1.66, Synergy_Bliss=0.749, Synergy_Loewe=0.122, Synergy_HSA=3.34. (5) Drug 1: C1CC(C1)(C(=O)O)C(=O)O.[NH2-].[NH2-].[Pt+2]. Drug 2: CN1C2=C(C=C(C=C2)N(CCCl)CCCl)N=C1CCCC(=O)O.Cl. Cell line: HS 578T. Synergy scores: CSS=2.13, Synergy_ZIP=-0.518, Synergy_Bliss=-0.493, Synergy_Loewe=-1.17, Synergy_HSA=-0.631. (6) Drug 1: CC1=C(C=C(C=C1)C(=O)NC2=CC(=CC(=C2)C(F)(F)F)N3C=C(N=C3)C)NC4=NC=CC(=N4)C5=CN=CC=C5. Drug 2: CNC(=O)C1=NC=CC(=C1)OC2=CC=C(C=C2)NC(=O)NC3=CC(=C(C=C3)Cl)C(F)(F)F. Cell line: SK-OV-3. Synergy scores: CSS=-5.07, Synergy_ZIP=0.969, Synergy_Bliss=-0.625, Synergy_Loewe=-4.18, Synergy_HSA=-4.47. (7) Drug 1: CC1C(C(CC(O1)OC2CC(CC3=C2C(=C4C(=C3O)C(=O)C5=C(C4=O)C(=CC=C5)OC)O)(C(=O)CO)O)N)O.Cl. Drug 2: C1=C(C(=O)NC(=O)N1)N(CCCl)CCCl. Cell line: CAKI-1. Synergy scores: CSS=18.5, Synergy_ZIP=-8.65, Synergy_Bliss=-0.553, Synergy_Loewe=-2.23, Synergy_HSA=-1.59. (8) Drug 1: CC1CCC2CC(C(=CC=CC=CC(CC(C(=O)C(C(C(=CC(C(=O)CC(OC(=O)C3CCCCN3C(=O)C(=O)C1(O2)O)C(C)CC4CCC(C(C4)OC)O)C)C)O)OC)C)C)C)OC. Drug 2: CCC1(C2=C(COC1=O)C(=O)N3CC4=CC5=C(C=CC(=C5CN(C)C)O)N=C4C3=C2)O.Cl. Cell line: KM12. Synergy scores: CSS=47.3, Synergy_ZIP=-13.1, Synergy_Bliss=-5.36, Synergy_Loewe=-2.45, Synergy_HSA=1.04. (9) Drug 1: CC1=C(C=C(C=C1)NC2=NC=CC(=N2)N(C)C3=CC4=NN(C(=C4C=C3)C)C)S(=O)(=O)N.Cl. Drug 2: C1=CC(=CC=C1CC(C(=O)O)N)N(CCCl)CCCl.Cl. Cell line: DU-145. Synergy scores: CSS=1.40, Synergy_ZIP=0.970, Synergy_Bliss=3.37, Synergy_Loewe=-1.52, Synergy_HSA=0.178.